From a dataset of Ames mutagenicity test results for genotoxicity prediction. Regression/Classification. Given a drug SMILES string, predict its toxicity properties. Task type varies by dataset: regression for continuous values (e.g., LD50, hERG inhibition percentage) or binary classification for toxic/non-toxic outcomes (e.g., AMES mutagenicity, cardiotoxicity, hepatotoxicity). Dataset: ames. (1) The drug is CCC1(CC(=O)O)OCCc2c1[nH]c1c(C)cccc21. The result is 0 (non-mutagenic). (2) The molecule is C=C1C2CCC(C2)C1(C)C. The result is 0 (non-mutagenic). (3) The drug is c1cc2ccc3cc4cccc5ccc6cc(c1)c2c3c6c54. The result is 1 (mutagenic). (4) The drug is O=C(O)CBr. The result is 1 (mutagenic). (5) The molecule is CCCc1cc2ccccc2c2ccc3c(c12)C1OC1C(O)C3O. The result is 0 (non-mutagenic). (6) The drug is Cc1cc(C)cc(N=Nc2c(O)ccc3ccccc23)c1. The result is 0 (non-mutagenic). (7) The molecule is CC1=CCCc2c1cc(C)c1c2ccc2ccccc21. The result is 1 (mutagenic).